Binary Classification. Given a drug SMILES string, predict its activity (active/inactive) in a high-throughput screening assay against a specified biological target. From a dataset of Cav3 T-type calcium channel HTS with 100,875 compounds. (1) The molecule is Clc1ccc(Cn2c3c(n(c2=O)C)cccc3)cc1. The result is 0 (inactive). (2) The drug is Clc1c(N2CCOCC2)ccc(NC(=S)NC(=O)COc2c(cccc2)C)c1. The result is 0 (inactive).